From a dataset of Peptide-MHC class I binding affinity with 185,985 pairs from IEDB/IMGT. Regression. Given a peptide amino acid sequence and an MHC pseudo amino acid sequence, predict their binding affinity value. This is MHC class I binding data. (1) The peptide sequence is CTSEIQNVT. The MHC is HLA-A68:02 with pseudo-sequence HLA-A68:02. The binding affinity (normalized) is 0.584. (2) The peptide sequence is MQSLKFNRA. The MHC is HLA-B08:01 with pseudo-sequence HLA-B08:01. The binding affinity (normalized) is 0.470. (3) The peptide sequence is EVVDMLSTY. The MHC is HLA-B15:09 with pseudo-sequence HLA-B15:09. The binding affinity (normalized) is 0.0847. (4) The peptide sequence is RPALHGSVE. The MHC is HLA-B07:02 with pseudo-sequence HLA-B07:02. The binding affinity (normalized) is 0.519. (5) The peptide sequence is HSKRKCDEL. The MHC is HLA-A68:02 with pseudo-sequence HLA-A68:02. The binding affinity (normalized) is 0. (6) The peptide sequence is CRFPRAHK. The MHC is Mamu-A07 with pseudo-sequence Mamu-A07. The binding affinity (normalized) is 0. (7) The peptide sequence is GHMMVIFRL. The MHC is HLA-A25:01 with pseudo-sequence HLA-A25:01. The binding affinity (normalized) is 0.0847. (8) The peptide sequence is GAMLVVAAK. The MHC is BoLA-T2a with pseudo-sequence BoLA-T2a. The binding affinity (normalized) is 0.500. (9) The peptide sequence is WDAYIPHYV. The MHC is HLA-A30:01 with pseudo-sequence HLA-A30:01. The binding affinity (normalized) is 0.213.